Task: Regression. Given a peptide amino acid sequence and an MHC pseudo amino acid sequence, predict their binding affinity value. This is MHC class II binding data.. Dataset: Peptide-MHC class II binding affinity with 134,281 pairs from IEDB The peptide sequence is YDKFLANVSTVLTLK. The MHC is DRB1_1302 with pseudo-sequence DRB1_1302. The binding affinity (normalized) is 1.00.